Predict the product of the given reaction. From a dataset of Forward reaction prediction with 1.9M reactions from USPTO patents (1976-2016). Given the reactants [O:1]=[C:2]([N:14]1[CH2:18][CH2:17][CH2:16][CH2:15]1)[CH2:3][CH:4]([NH:6]C(=O)OC(C)(C)C)[CH3:5].Cl, predict the reaction product. The product is: [NH2:6][CH:4]([CH3:5])[CH2:3][C:2]([N:14]1[CH2:18][CH2:17][CH2:16][CH2:15]1)=[O:1].